Task: Regression. Given a peptide amino acid sequence and an MHC pseudo amino acid sequence, predict their binding affinity value. This is MHC class I binding data.. Dataset: Peptide-MHC class I binding affinity with 185,985 pairs from IEDB/IMGT (1) The peptide sequence is RYNTRGNTY. The MHC is HLA-A26:01 with pseudo-sequence HLA-A26:01. The binding affinity (normalized) is 0. (2) The peptide sequence is VWEQWWTDYW. The MHC is Mamu-B17 with pseudo-sequence Mamu-B17. The binding affinity (normalized) is 0.448. (3) The peptide sequence is KMQRMLLEK. The MHC is HLA-A31:01 with pseudo-sequence HLA-A31:01. The binding affinity (normalized) is 0.728. (4) The peptide sequence is IGLIIPPL. The MHC is HLA-A02:06 with pseudo-sequence HLA-A02:06. The binding affinity (normalized) is 0.257.